This data is from Forward reaction prediction with 1.9M reactions from USPTO patents (1976-2016). The task is: Predict the product of the given reaction. Given the reactants [CH2:1]([O:3][C:4](=[O:31])[CH:5]([C:24]1[CH:25]=[N:26][C:27](C)=[N:28][CH:29]=1)[CH2:6][CH2:7][CH2:8][CH2:9][CH2:10][CH2:11][CH2:12][C:13]1[C:22](Br)=[CH:21][C:20]2[CH2:19][CH2:18][CH2:17][NH:16][C:15]=2[N:14]=1)[CH3:2].[CH2:32]([OH:34])C, predict the reaction product. The product is: [CH2:1]([O:3][C:4](=[O:31])[CH:5]([C:24]1[CH:25]=[N:26][C:27]([O:34][CH3:32])=[N:28][CH:29]=1)[CH2:6][CH2:7][CH2:8][CH2:9][CH2:10][CH2:11][CH2:12][C:13]1[CH:22]=[CH:21][C:20]2[CH2:19][CH2:18][CH2:17][NH:16][C:15]=2[N:14]=1)[CH3:2].